This data is from Full USPTO retrosynthesis dataset with 1.9M reactions from patents (1976-2016). The task is: Predict the reactants needed to synthesize the given product. (1) The reactants are: [CH3:1][O:2][C:3]1[CH:10]=[C:9]([O:11][CH3:12])[C:8]([C:13]2[S:14][CH:15]=[CH:16][CH:17]=2)=[CH:7][C:4]=1[CH:5]=O.[C:18]([C:21]1[CH:29]=[CH:28][CH:27]=[CH:26][C:22]=1[C:23]([OH:25])=[O:24])(=[O:20])[CH3:19]. Given the product [CH3:1][O:2][C:3]1[CH:10]=[C:9]([O:11][CH3:12])[C:8]([C:13]2[S:14][CH:15]=[CH:16][CH:17]=2)=[CH:7][C:4]=1/[CH:5]=[CH:19]/[C:18]([C:21]1[CH:29]=[CH:28][CH:27]=[CH:26][C:22]=1[C:23]([OH:25])=[O:24])=[O:20], predict the reactants needed to synthesize it. (2) The reactants are: CCN(C(C)C)C(C)C.[OH:10][C:11]1[CH:12]=[CH:13][CH:14]=[C:15]2[C:20]=1[O:19][C:18](=[O:21])[C:17]([C:22]([OH:24])=O)=[CH:16]2.CN(C(ON1N=NC2C=CC=NC1=2)=[N+](C)C)C.F[P-](F)(F)(F)(F)F.[CH3:49][C:50]1[C:54]([C:55]2[CH:56]=[C:57]([NH2:61])[CH:58]=[CH:59][CH:60]=2)=[C:53]([CH3:62])[O:52][N:51]=1. Given the product [CH3:49][C:50]1[C:54]([C:55]2[CH:56]=[C:57]([NH:61][C:22]([C:17]3[C:18](=[O:21])[O:19][C:20]4[C:15]([CH:16]=3)=[CH:14][CH:13]=[CH:12][C:11]=4[OH:10])=[O:24])[CH:58]=[CH:59][CH:60]=2)=[C:53]([CH3:62])[O:52][N:51]=1, predict the reactants needed to synthesize it. (3) Given the product [Br:1][C:2]1[CH:3]=[C:4]([C:8]([O:10][CH3:16])=[O:9])[O:5][C:6]=1[Br:7], predict the reactants needed to synthesize it. The reactants are: [Br:1][C:2]1[CH:3]=[C:4]([C:8]([OH:10])=[O:9])[O:5][C:6]=1[Br:7].S(=O)(=O)(O)O.[CH3:16]O.